From a dataset of Full USPTO retrosynthesis dataset with 1.9M reactions from patents (1976-2016). Predict the reactants needed to synthesize the given product. (1) Given the product [Cl:8][C:6]1[N:5]=[C:4]([C:9]2[CH:14]=[CH:13][CH:12]=[CH:11][CH:10]=2)[N:3]=[C:2]([NH:18][CH:15]([CH3:17])[CH3:16])[N:7]=1, predict the reactants needed to synthesize it. The reactants are: Cl[C:2]1[N:7]=[C:6]([Cl:8])[N:5]=[C:4]([C:9]2[CH:14]=[CH:13][CH:12]=[CH:11][CH:10]=2)[N:3]=1.[CH:15]([NH2:18])([CH3:17])[CH3:16]. (2) Given the product [CH2:1]([O:8][C:9]1[CH:18]=[C:13]([C:14]([O:16][CH3:17])=[O:15])[CH:12]=[C:11]2[C:10]=1[CH2:23][CH2:24][N:33]([CH2:32][CH:27]([CH3:28])[CH3:26])[C:19]2=[O:20])[C:2]1[CH:7]=[CH:6][CH:5]=[CH:4][CH:3]=1, predict the reactants needed to synthesize it. The reactants are: [CH2:1]([O:8][C:9]1[C:10]([CH2:23][CH:24]=O)=[C:11]([C:19](OC)=[O:20])[CH:12]=[C:13]([CH:18]=1)[C:14]([O:16][CH3:17])=[O:15])[C:2]1[CH:7]=[CH:6][CH:5]=[CH:4][CH:3]=1.[CH2:26](N)[CH:27](C)[CH3:28].[BH3-][C:32]#[N:33].[Na+]. (3) Given the product [C:5]1([O:4][C:2](=[O:3])[NH:31][C:27]2[CH:28]=[C:29]([CH3:30])[N:25]([CH2:24][C:22]3[CH:23]=[C:18]([Cl:17])[CH:19]=[CH:20][C:21]=3[O:32][CH2:33][C:34]3[CH:39]=[CH:38][CH:37]=[CH:36][CH:35]=3)[N:26]=2)[CH:10]=[CH:9][CH:8]=[CH:7][CH:6]=1, predict the reactants needed to synthesize it. The reactants are: Cl[C:2]([O:4][C:5]1[CH:10]=[CH:9][CH:8]=[CH:7][CH:6]=1)=[O:3].N1C=CC=CC=1.[Cl:17][C:18]1[CH:19]=[CH:20][C:21]([O:32][CH2:33][C:34]2[CH:39]=[CH:38][CH:37]=[CH:36][CH:35]=2)=[C:22]([CH2:24][N:25]2[C:29]([CH3:30])=[CH:28][C:27]([NH2:31])=[N:26]2)[CH:23]=1.